From a dataset of Full USPTO retrosynthesis dataset with 1.9M reactions from patents (1976-2016). Predict the reactants needed to synthesize the given product. (1) Given the product [NH2:22][C:17]1[CH:18]=[CH:19][CH:20]=[CH:21][C:16]=1[S:13]([NH:12][C:9]1[CH:10]=[CH:11][C:2]([CH3:1])=[C:3]2[C:8]=1[N:7]=[CH:6][CH:5]=[CH:4]2)(=[O:15])=[O:14], predict the reactants needed to synthesize it. The reactants are: [CH3:1][C:2]1[CH:11]=[CH:10][C:9]([NH:12][S:13]([C:16]2[CH:21]=[CH:20][CH:19]=[CH:18][C:17]=2[N+:22]([O-])=O)(=[O:15])=[O:14])=[C:8]2[C:3]=1[CH:4]=[CH:5][CH:6]=[N:7]2.[Sn](Cl)Cl. (2) Given the product [Cl:17][C:18]1[CH:23]=[CH:22][C:21]([O:27][CH3:28])=[C:20]([C:2]2[N:7]=[C:6]([NH:8][C:9]3[CH:14]=[CH:13][C:12]([Cl:15])=[CH:11][CH:10]=3)[N:5]=[C:4]([NH2:16])[CH:3]=2)[CH:19]=1, predict the reactants needed to synthesize it. The reactants are: Cl[C:2]1[N:7]=[C:6]([NH:8][C:9]2[CH:14]=[CH:13][C:12]([Cl:15])=[CH:11][CH:10]=2)[N:5]=[C:4]([NH2:16])[CH:3]=1.[Cl:17][C:18]1[CH:19]=[CH:20][C:21]([O:27][CH3:28])=[C:22](B(O)O)[CH:23]=1.C1(P(C2CCCCC2)C2C=CC=CC=2C2C=CC=CC=2)CCCCC1.P([O-])([O-])([O-])=O.[K+].[K+].[K+]. (3) Given the product [CH2:24]([S:26][CH:27]([CH3:31])[CH2:28][CH:29]=[CH:8][C:9](=[O:11])[CH3:10])[CH3:25], predict the reactants needed to synthesize it. The reactants are: C1(P(C2C=CC=CC=2)(C2C=CC=CC=2)=[CH:8][C:9](=[O:11])[CH3:10])C=CC=CC=1.[CH2:24]([S:26][CH:27]([CH3:31])[CH2:28][CH:29]=O)[CH3:25].CCCCCC.CCOCC.